From a dataset of Forward reaction prediction with 1.9M reactions from USPTO patents (1976-2016). Predict the product of the given reaction. (1) Given the reactants Cl.Cl.[NH2:3][C@H:4]([CH2:28][NH2:29])[C:5]([NH:7][C:8]1[CH:12]=[C:11]([C:13]2[CH:18]=[CH:17][CH:16]=[C:15]([CH2:19][CH2:20][CH3:21])[CH:14]=2)[N:10]([C:22]2[CH:27]=[CH:26][CH:25]=[CH:24][CH:23]=2)[N:9]=1)=[O:6].[C:30](N1C=CN=C1)(N1C=CN=C1)=[O:31].C(N(CC)CC)C.O, predict the reaction product. The product is: [C:22]1([N:10]2[C:11]([C:13]3[CH:18]=[CH:17][CH:16]=[C:15]([CH2:19][CH2:20][CH3:21])[CH:14]=3)=[CH:12][C:8]([NH:7][C:5]([C@H:4]3[CH2:28][NH:29][C:30](=[O:31])[NH:3]3)=[O:6])=[N:9]2)[CH:27]=[CH:26][CH:25]=[CH:24][CH:23]=1. (2) Given the reactants Cl.[C:2]1([CH3:10])[CH:7]=[CH:6][C:5]([NH:8]N)=[CH:4][CH:3]=1.Br[CH2:12][C:13]([O:15][CH2:16][CH3:17])=[O:14].C[C:19]1[CH:24]=[CH:23][C:22]([N:25]([CH2:27]C(OCC)=O)N)=C[CH:20]=1.C(OC(OCC)CCCNC)C.CC1C=C2C(=CC=1)N(CC(OCC)=O)C=C2CCNC.C=O.C(O)(C(F)(F)F)=O.CC1C=C2C(=CC=1)N(CC(O)=O)C1CN(C)CCC2=1.[F:93][C:94]1[CH:99]=CC(O)=[CH:96][CH:95]=1.CCN=C=NCCCN(C)C, predict the reaction product. The product is: [CH3:27][N:25]1[CH2:20][CH2:19][C:24]2[C:6]3[C:5](=[CH:4][CH:3]=[C:2]([CH3:10])[CH:7]=3)[N:8]([CH2:12][C:13]([O:15][C:16]3[CH:17]=[CH:99][C:94]([F:93])=[CH:95][CH:96]=3)=[O:14])[C:23]=2[CH2:22]1. (3) Given the reactants Br[C:2]1[S:6][C:5]([CH2:7][C:8]2[C:16]3[C:11](=[CH:12][CH:13]=[CH:14][C:15]=3[CH3:17])[N:10]([C@@H:18]3[O:35][C@H:34]([CH2:36][O:37][C:38](=[O:40])[CH3:39])[C@@H:29]([O:30][C:31](=[O:33])[CH3:32])[C@H:24]([O:25][C:26](=[O:28])[CH3:27])[C@H:19]3[O:20][C:21](=[O:23])[CH3:22])[CH:9]=2)=[CH:4][CH:3]=1.C([Sn](CCCC)(CCCC)[C:46]1[CH:51]=[CH:50][CH:49]=[CH:48][N:47]=1)CCC.[F-].[K+], predict the reaction product. The product is: [CH3:17][C:15]1[CH:14]=[CH:13][CH:12]=[C:11]2[C:16]=1[C:8]([CH2:7][C:5]1[S:6][C:2]([C:46]3[CH:51]=[CH:50][CH:49]=[CH:48][N:47]=3)=[CH:3][CH:4]=1)=[CH:9][N:10]2[C@@H:18]1[O:35][C@H:34]([CH2:36][O:37][C:38](=[O:40])[CH3:39])[C@@H:29]([O:30][C:31](=[O:33])[CH3:32])[C@H:24]([O:25][C:26](=[O:28])[CH3:27])[C@H:19]1[O:20][C:21](=[O:23])[CH3:22]. (4) Given the reactants Cl[C:2]1[CH:3]=[C:4]([CH2:19][N:20]2[C:24]([CH3:25])=[CH:23][C:22]([NH:26][C:27](=[O:31])[CH:28]([CH3:30])[CH3:29])=[N:21]2)[C:5]2[O:9][C:8]([C:10]3[CH:15]=CC(C#N)=C[CH:11]=3)=[CH:7][C:6]=2[CH:18]=1.[NH2:32][C:33]1C=C(C)N(CC2C3OC(C(C)C)=CC=3C=C(C#N)C=2)N=1, predict the reaction product. The product is: [C:33]([C:2]1[CH:3]=[C:4]([CH2:19][N:20]2[C:24]([CH3:25])=[CH:23][C:22]([NH:26][C:27](=[O:31])[CH:28]([CH3:29])[CH3:30])=[N:21]2)[C:5]2[O:9][C:8]([CH:10]([CH3:15])[CH3:11])=[CH:7][C:6]=2[CH:18]=1)#[N:32]. (5) The product is: [N:44]1[CH:45]=[CH:46][CH:47]=[CH:48][C:43]=1[C:2]1[CH:3]=[CH:4][CH:5]=[C:6]([CH:9]=1)[CH:7]=[O:8]. Given the reactants Br[C:2]1[CH:3]=[CH:4][C:5](OC2C=CC(Cl)=C(Cl)C=2)=[C:6]([CH:9]=1)[CH:7]=[O:8].B1(B2OC(C)(C)C(C)(C)O2)OC(C)(C)C(C)(C)O1.C([O-])(=O)C.[K+].Br[C:43]1[CH:48]=[CH:47][CH:46]=[CH:45][N:44]=1.C([O-])([O-])=O.[Na+].[Na+], predict the reaction product.